From a dataset of Full USPTO retrosynthesis dataset with 1.9M reactions from patents (1976-2016). Predict the reactants needed to synthesize the given product. Given the product [C:19]([O:23][C:24](=[O:25])[N:26]([C:27]1[CH:32]=[CH:31][C:30]([CH:33]=[CH:34][C:35]2[CH:51]=[CH:50][C:38]([O:39][CH2:40][CH2:41][O:42][CH2:43][CH2:44][F:18])=[CH:37][CH:36]=2)=[CH:29][CH:28]=1)[CH3:52])([CH3:22])([CH3:21])[CH3:20], predict the reactants needed to synthesize it. The reactants are: CCCC[N+](CCCC)(CCCC)CCCC.[F-:18].[C:19]([O:23][C:24]([N:26]([CH3:52])[C:27]1[CH:32]=[CH:31][C:30]([CH:33]=[CH:34][C:35]2[CH:51]=[CH:50][C:38]([O:39][CH2:40][CH2:41][O:42][CH2:43][CH2:44]OS(C)(=O)=O)=[CH:37][CH:36]=2)=[CH:29][CH:28]=1)=[O:25])([CH3:22])([CH3:21])[CH3:20].ClCCl.